This data is from Catalyst prediction with 721,799 reactions and 888 catalyst types from USPTO. The task is: Predict which catalyst facilitates the given reaction. (1) Reactant: [F:1][C:2]1[C:10]([F:11])=[C:9]([C:12]2[CH:13]=[N:14][C:15]3[N:16]([C:18]([C:21]4([C:24]5[CH:25]=[C:26]6[C:31](=[CH:32][CH:33]=5)[N:30]=[CH:29][CH:28]=[CH:27]6)[CH2:23][CH2:22]4)=[CH:19][N:20]=3)[CH:17]=2)[CH:8]=[CH:7][C:3]=1[C:4]([OH:6])=O.CN.F[P-](F)(F)(F)(F)F.[N:43]1(O[P+](N(C)C)(N(C)C)N(C)C)[C:47]2C=CC=CC=2N=N1.C(N(CC)C(C)C)(C)C. Product: [F:1][C:2]1[C:10]([F:11])=[C:9]([C:12]2[CH:13]=[N:14][C:15]3[N:16]([C:18]([C:21]4([C:24]5[CH:25]=[C:26]6[C:31](=[CH:32][CH:33]=5)[N:30]=[CH:29][CH:28]=[CH:27]6)[CH2:23][CH2:22]4)=[CH:19][N:20]=3)[CH:17]=2)[CH:8]=[CH:7][C:3]=1[C:4]([NH:43][CH3:47])=[O:6]. The catalyst class is: 9. (2) Reactant: [C:1]([N:4]([CH2:24][C@@H:25]1[O:29][C:28](=[O:30])[N:27]([C:31]2[CH:36]=[CH:35][C:34]([CH:37]3[CH2:42][CH2:41][S:40](=[O:44])(=[O:43])[CH2:39][CH2:38]3)=[C:33]([F:45])[CH:32]=2)[CH2:26]1)[C:5]([O:7][CH2:8][O:9][C:10](=[O:23])[C@H:11]([NH:15]C(OC(C)(C)C)=O)[CH:12]([CH3:14])[CH3:13])=[O:6])(=[O:3])[CH3:2].C1(OC)C=CC=CC=1.C1COCC1.[ClH:59]. Product: [ClH:59].[C:1]([N:4]([CH2:24][C@@H:25]1[O:29][C:28](=[O:30])[N:27]([C:31]2[CH:36]=[CH:35][C:34]([CH:37]3[CH2:42][CH2:41][S:40](=[O:43])(=[O:44])[CH2:39][CH2:38]3)=[C:33]([F:45])[CH:32]=2)[CH2:26]1)[C:5]([O:7][CH2:8][O:9][C:10](=[O:23])[C@H:11]([NH2:15])[CH:12]([CH3:13])[CH3:14])=[O:6])(=[O:3])[CH3:2]. The catalyst class is: 12. (3) Product: [F:1][C:2]([F:21])([F:20])[C:3]1[CH:8]=[CH:7][C:6]([C:9]2([NH2:26])[C:18]3[C:13](=[CH:14][CH:15]=[CH:16][CH:17]=3)[O:12][CH2:11][CH2:10]2)=[CH:5][CH:4]=1. The catalyst class is: 11. Reactant: [F:1][C:2]([F:21])([F:20])[C:3]1[CH:8]=[CH:7][C:6]([C:9]2(O)[C:18]3[C:13](=[CH:14][CH:15]=[CH:16][CH:17]=3)[O:12][CH2:11][CH2:10]2)=[CH:5][CH:4]=1.[Si]([N:26]=[N+]=[N-])(C)(C)C.B(F)(F)F.CCOCC. (4) The catalyst class is: 9. Product: [Cl:22][C:23]1[CH:28]=[CH:27][C:26]([C:2]2[CH:15]=[CH:14][C:5]([CH2:6][S:7][CH:8]3[CH2:12][CH2:11][O:10][C:9]3=[O:13])=[CH:4][CH:3]=2)=[CH:25][CH:24]=1. Reactant: Br[C:2]1[CH:15]=[CH:14][C:5]([CH2:6][S:7][CH:8]2[CH2:12][CH2:11][O:10][C:9]2=[O:13])=[CH:4][CH:3]=1.C(=O)([O-])[O-].[K+].[K+].[Cl:22][C:23]1[CH:28]=[CH:27][C:26](B(O)O)=[CH:25][CH:24]=1.O. (5) Reactant: [Cl:1][C:2]1[CH:3]=[C:4]([N:10]2[C:14]([CH3:15])=[C:13]([CH2:16][C:17]3[CH:25]=[CH:24][C:20]([C:21]([OH:23])=O)=[CH:19][CH:18]=3)[C:12]([CH3:26])=[N:11]2)[CH:5]=[CH:6][C:7]=1[C:8]#[N:9].Cl.[F:28][C:29]([F:33])([F:32])[CH2:30][NH2:31]. Product: [Cl:1][C:2]1[CH:3]=[C:4]([N:10]2[C:14]([CH3:15])=[C:13]([CH2:16][C:17]3[CH:18]=[CH:19][C:20]([C:21]([NH:31][CH2:30][C:29]([F:33])([F:32])[F:28])=[O:23])=[CH:24][CH:25]=3)[C:12]([CH3:26])=[N:11]2)[CH:5]=[CH:6][C:7]=1[C:8]#[N:9]. The catalyst class is: 66. (6) Reactant: [F:1][C:2]1[CH:16]=[CH:15][CH:14]=[CH:13][C:3]=1[O:4][C:5]1[CH:6]=[C:7]([CH:10]=[CH:11][CH:12]=1)[C:8]#[N:9].C1COCC1.[H-].[Al+3].[Li+].[H-].[H-].[H-].[OH-].[Na+]. Product: [F:1][C:2]1[CH:16]=[CH:15][CH:14]=[CH:13][C:3]=1[O:4][C:5]1[CH:6]=[C:7]([CH:10]=[CH:11][CH:12]=1)[CH2:8][NH2:9]. The catalyst class is: 97. (7) The catalyst class is: 19. Product: [F:38][C:39]1[CH:46]=[CH:45][C:42]([CH2:43][NH:44][C:16]([C:15]2[C:10]([OH:9])=[C:11]([OH:37])[N:12]=[C:13]([C:20]34[N:26]([CH3:27])[CH:23]([CH2:22][CH2:21]3)[CH2:24][CH2:25]4)[N:14]=2)=[O:18])=[CH:41][CH:40]=1. Reactant: C([O:9][C:10]1[C:11]([OH:37])=[N:12][C:13]([C:20]23[N:26]([C:27](OCC4C=CC=CC=4)=O)[CH:23]([CH2:24][CH2:25]2)[CH2:22][CH2:21]3)=[N:14][C:15]=1[C:16]([O:18]C)=O)(=O)C1C=CC=CC=1.[F:38][C:39]1[CH:46]=[CH:45][C:42]([CH2:43][NH2:44])=[CH:41][CH:40]=1.[BH3-]C#N.[Na+].C(O[Na])(C)=O.C=O. (8) Reactant: [CH3:1][O:2][C:3]1[C:8]([CH2:9][N:10]2[CH2:15][CH2:14][CH:13]([CH2:16]C=O)[CH2:12][CH2:11]2)=[CH:7][CH:6]=[CH:5][N:4]=1.C(N(CC)CC)C.C1(P(C2C=CC=CC=2)C2C=CC=CC=2)C=CC=CC=1.[C:45]([Br:49])(Br)(Br)[Br:46]. Product: [CH3:1][O:2][C:3]1[C:8]([CH2:9][N:10]2[CH2:15][CH2:14][CH:13]([CH:16]=[C:45]([Br:49])[Br:46])[CH2:12][CH2:11]2)=[CH:7][CH:6]=[CH:5][N:4]=1. The catalyst class is: 576. (9) Reactant: [CH2:1]([O:3][C:4](=[O:27])[CH2:5][O:6][C:7]1[CH:16]=[CH:15][C:14]2[C:9](=[CH:10][CH:11]=[C:12]([C:17]3[S:21][C:20]4[CH:22]=[CH:23][CH:24]=[CH:25][C:19]=4[CH:18]=3)[CH:13]=2)[C:8]=1[Br:26])[CH3:2].[C:28]([CH2:32][C:33](Cl)=[O:34])([CH3:31])([CH3:30])[CH3:29].[Sn](Cl)(Cl)(Cl)Cl. Product: [CH2:1]([O:3][C:4](=[O:27])[CH2:5][O:6][C:7]1[CH:16]=[CH:15][C:14]2[C:9](=[CH:10][CH:11]=[C:12]([C:17]3[S:21][C:20]4[CH:22]=[CH:23][CH:24]=[CH:25][C:19]=4[C:18]=3[C:33](=[O:34])[CH2:32][C:28]([CH3:31])([CH3:30])[CH3:29])[CH:13]=2)[C:8]=1[Br:26])[CH3:2]. The catalyst class is: 22.